Predict the reactants needed to synthesize the given product. From a dataset of Full USPTO retrosynthesis dataset with 1.9M reactions from patents (1976-2016). Given the product [C:12]([O:11][C:9]([NH:8][C@@H:7]([C:6]([NH:5][C@H:4]([C:3]([OH:27])=[O:2])[CH2:22][C:23]([CH3:26])([CH3:25])[CH3:24])=[O:21])[CH2:16][C:17]([CH3:19])([CH3:20])[CH3:18])=[O:10])([CH3:13])([CH3:14])[CH3:15], predict the reactants needed to synthesize it. The reactants are: C[O:2][C:3](=[O:27])[C@H:4]([CH2:22][C:23]([CH3:26])([CH3:25])[CH3:24])[NH:5][C:6](=[O:21])[C@@H:7]([CH2:16][C:17]([CH3:20])([CH3:19])[CH3:18])[NH:8][C:9]([O:11][C:12]([CH3:15])([CH3:14])[CH3:13])=[O:10].O.[OH-].[Li+].